This data is from Full USPTO retrosynthesis dataset with 1.9M reactions from patents (1976-2016). The task is: Predict the reactants needed to synthesize the given product. The reactants are: [CH:1](N(C(C)C)CC)(C)[CH3:2].[C:10]1([CH3:30])[CH:15]=[C:14]([CH3:16])[CH:13]=[C:12]([CH3:17])[C:11]=1[NH:18][CH:19]=[N:20][C:21]1[C:26]([CH3:27])=[CH:25][C:24]([CH3:28])=[CH:23][C:22]=1[CH3:29].[Cl:31]C(Cl)C. Given the product [Cl-:31].[C:26]1([CH3:27])[CH:25]=[C:24]([CH3:28])[CH:23]=[C:22]([CH3:29])[C:21]=1[NH+:20]1[CH2:2][CH2:1][N:18]([C:11]2[C:12]([CH3:17])=[CH:13][C:14]([CH3:16])=[CH:15][C:10]=2[CH3:30])[CH2:19]1, predict the reactants needed to synthesize it.